From a dataset of Full USPTO retrosynthesis dataset with 1.9M reactions from patents (1976-2016). Predict the reactants needed to synthesize the given product. (1) Given the product [C:17]([N:4]1[CH2:5][CH2:6][NH:1][C:2](=[O:7])[CH2:3]1)(=[O:19])[CH3:18], predict the reactants needed to synthesize it. The reactants are: [NH:1]1[CH2:6][CH2:5][NH:4][CH2:3][C:2]1=[O:7].C(N(CC)C(C)C)(C)C.[C:17](OC(=O)C)(=[O:19])[CH3:18]. (2) Given the product [CH3:1][O:2][C:3](=[O:13])[C:4]1[CH:9]=[C:8]([C:10]#[N:11])[CH:7]=[CH:6][C:5]=1[O:12][CH3:14], predict the reactants needed to synthesize it. The reactants are: [CH3:1][O:2][C:3](=[O:13])[C:4]1[CH:9]=[C:8]([C:10]#[N:11])[CH:7]=[CH:6][C:5]=1[OH:12].[C:14]([O-])([O-])=O.[K+].[K+].CI.